Dataset: Reaction yield outcomes from USPTO patents with 853,638 reactions. Task: Predict the reaction yield, written as a fraction of the theoretical maximum amount of product (1.0 means a 100% yield; for example, 0.34 means a 34% yield). (1) The reactants are O[C:2]1[N:3]=[CH:4][C:5]([C:8]([OH:10])=[O:9])=[N:6][CH:7]=1.CN(C)C=O.S(Cl)([Cl:18])=O. No catalyst specified. The product is [Cl:18][C:2]1[N:3]=[CH:4][C:5]([C:8]([OH:10])=[O:9])=[N:6][CH:7]=1. The yield is 0.750. (2) The reactants are BrC1C=C[C:5](NCC(OC)=O)=[N:6]C=1.[CH3:14][N:15]1[C:23]2[C:18](=[CH:19][CH:20]=[CH:21][C:22]=2[CH3:24])[C:17]([C:25]([O-])=O)=[CH:16]1.CN1C2C(=CC=CC=2)C(C)=C1C([O-])=O. No catalyst specified. The product is [CH3:14][N:15]1[C:23]2[C:18](=[CH:19][CH:20]=[CH:21][C:22]=2[CH3:24])[C:17]([CH2:25][NH:6][CH3:5])=[CH:16]1. The yield is 0.980. (3) The reactants are [NH2:1][C:2]1[C:7](Br)=[N:6][C:5]([Br:9])=[CH:4][N:3]=1.[CH2:10]([C:12]1[CH:19]=[CH:18][CH:17]=[C:16]([CH3:20])[C:13]=1[CH2:14][NH2:15])[CH3:11].C(N(CC)CC)C.C(=O)([O-])O.[Na+]. The catalyst is C(#N)C. The product is [NH2:1][C:2]1[C:7]([NH:15][CH2:14][C:13]2[C:16]([CH3:20])=[CH:17][CH:18]=[CH:19][C:12]=2[CH2:10][CH3:11])=[N:6][C:5]([Br:9])=[CH:4][N:3]=1. The yield is 0.680. (4) The reactants are [NH2:1][CH:2]1[CH2:7][CH2:6][CH:5]([OH:8])[CH2:4][CH2:3]1.[C:9](O[C:9]([O:11][C:12]([CH3:15])([CH3:14])[CH3:13])=[O:10])([O:11][C:12]([CH3:15])([CH3:14])[CH3:13])=[O:10].[OH-].[Na+]. The catalyst is C1(C)C=CC=CC=1. The product is [OH:8][CH:5]1[CH2:6][CH2:7][CH:2]([NH:1][C:9](=[O:10])[O:11][C:12]([CH3:15])([CH3:14])[CH3:13])[CH2:3][CH2:4]1. The yield is 0.860. (5) The reactants are Br[C:2]1[C:3]([F:10])=[CH:4][C:5]([CH3:9])=[C:6]([CH:8]=1)[NH2:7].[C:11]([Cu])#[N:12]. The catalyst is CN1C(=O)CCC1.[Cu]I. The product is [NH2:7][C:6]1[C:5]([CH3:9])=[CH:4][C:3]([F:10])=[C:2]([CH:8]=1)[C:11]#[N:12]. The yield is 0.360.